This data is from Full USPTO retrosynthesis dataset with 1.9M reactions from patents (1976-2016). The task is: Predict the reactants needed to synthesize the given product. (1) Given the product [Cl:33][C:23]1[C:24]([O:31][CH3:32])=[CH:25][C:26]([O:29][CH3:30])=[C:27]([Cl:28])[C:22]=1[C:12]1[C:11](=[O:34])[N:10]([CH2:9][CH2:8][C:5]2[CH:4]=[CH:3][C:2]([NH:1][C:35](=[O:38])[CH:36]=[CH2:37])=[CH:7][CH:6]=2)[C:15]2[N:16]=[C:17]([NH:20][CH3:21])[N:18]=[CH:19][C:14]=2[CH:13]=1, predict the reactants needed to synthesize it. The reactants are: [NH2:1][C:2]1[CH:7]=[CH:6][C:5]([CH2:8][CH2:9][N:10]2[C:15]3[N:16]=[C:17]([NH:20][CH3:21])[N:18]=[CH:19][C:14]=3[CH:13]=[C:12]([C:22]3[C:27]([Cl:28])=[C:26]([O:29][CH3:30])[CH:25]=[C:24]([O:31][CH3:32])[C:23]=3[Cl:33])[C:11]2=[O:34])=[CH:4][CH:3]=1.[C:35](O)(=[O:38])[CH:36]=[CH2:37].CN(C(ON1N=NC2C=CC=NC1=2)=[N+](C)C)C.F[P-](F)(F)(F)(F)F. (2) Given the product [C:13]([O:12][C@H:11]1[C@H:16]([O:17][C:18](=[O:20])[CH3:19])[C@@H:21]([CH2:23][O:24][C:25](=[O:27])[CH3:26])[O:22][CH:9]([O:8][CH2:7][CH2:6][Cl:5])[C@@H:10]1[F:28])(=[O:15])[CH3:14], predict the reactants needed to synthesize it. The reactants are: ClCCO.[Cl:5][C:6](Cl)(Cl)[C:7](=N)[O:8][CH:9]1[O:22][C@H:21]([CH2:23][O:24][C:25](=[O:27])[CH3:26])[C@@H:16]([O:17][C:18](=[O:20])[CH3:19])[C@H:11]([O:12][C:13](=[O:15])[CH3:14])[C@H:10]1[F:28].FC(F)(F)S(O[Si](C)(C)C)(=O)=O.